This data is from Peptide-MHC class I binding affinity with 185,985 pairs from IEDB/IMGT. The task is: Regression. Given a peptide amino acid sequence and an MHC pseudo amino acid sequence, predict their binding affinity value. This is MHC class I binding data. (1) The peptide sequence is HQCQWPKAV. The binding affinity (normalized) is 0.0847. The MHC is HLA-B48:01 with pseudo-sequence HLA-B48:01. (2) The peptide sequence is SPFLPLLPIF. The MHC is H-2-Ld with pseudo-sequence H-2-Ld. The binding affinity (normalized) is 0.130. (3) The peptide sequence is KIFEYGFTF. The MHC is HLA-A02:11 with pseudo-sequence HLA-A02:11. The binding affinity (normalized) is 1.00. (4) The peptide sequence is KLADMSIYC. The MHC is HLA-B07:02 with pseudo-sequence HLA-B07:02. The binding affinity (normalized) is 0.0847. (5) The peptide sequence is YSNQNEKVFE. The MHC is H-2-Db with pseudo-sequence H-2-Db. The binding affinity (normalized) is 0.133. (6) The peptide sequence is RQFPTAFVF. The MHC is Mamu-B52 with pseudo-sequence Mamu-B52. The binding affinity (normalized) is 0.773.